This data is from Tox21: 12 toxicity assays (nuclear receptors and stress response pathways). The task is: Binary classification across 12 toxicity assays. (1) The compound is CNC(=O)Oc1cccc2ccccc12. It tested positive (active) for: NR-AhR (Aryl hydrocarbon Receptor agonist activity), and SR-ARE (Antioxidant Response Element (oxidative stress)). (2) The drug is CC(=O)c1nccs1. It tested positive (active) for: NR-AhR (Aryl hydrocarbon Receptor agonist activity), and NR-ER (Estrogen Receptor agonist activity). (3) The molecule is COP(=O)(OC)OC(Br)C(Cl)(Cl)Br. It tested positive (active) for: NR-AR-LBD (Androgen Receptor Ligand Binding Domain agonist), NR-ER-LBD (Estrogen Receptor Ligand Binding Domain agonist), NR-PPAR-gamma (PPAR-gamma nuclear receptor agonist), SR-ARE (Antioxidant Response Element (oxidative stress)), SR-ATAD5 (ATAD5 genotoxicity (DNA damage)), and SR-p53 (p53 tumor suppressor activation). (4) The drug is Oc1ccc([Hg]Cl)cc1. It tested positive (active) for: NR-ER-LBD (Estrogen Receptor Ligand Binding Domain agonist), NR-PPAR-gamma (PPAR-gamma nuclear receptor agonist), SR-ATAD5 (ATAD5 genotoxicity (DNA damage)), and SR-p53 (p53 tumor suppressor activation). (5) The compound is [PbH2+2]. It tested positive (active) for: SR-ARE (Antioxidant Response Element (oxidative stress)). (6) The drug is Cc1cc(S(=O)(=O)[O-])ccc1/N=N/c1c(O)ccc2ccccc12. It tested positive (active) for: NR-AhR (Aryl hydrocarbon Receptor agonist activity).